From a dataset of Reaction yield outcomes from USPTO patents with 853,638 reactions. Predict the reaction yield, written as a fraction of the theoretical maximum amount of product (1.0 means a 100% yield; for example, 0.34 means a 34% yield). (1) The catalyst is C(Cl)Cl.CN(C=O)C.C(OCC)(=O)C. The yield is 0.802. The product is [C:17]([C:16]1[CH:20]=[CH:21][C:13]([O:12][C:11]2[C:10]([Cl:22])=[C:9]3[C:4]([CH:5]([C:23]([O:25][CH2:26][CH3:27])=[O:24])[CH2:6][CH2:7][O:8]3)=[CH:3][C:2]=2[Cl:1])=[CH:14][CH:15]=1)(=[O:18])[NH2:34]. The reactants are [Cl:1][C:2]1[CH:3]=[C:4]2[C:9](=[C:10]([Cl:22])[C:11]=1[O:12][C:13]1[CH:21]=[CH:20][C:16]([C:17](O)=[O:18])=[CH:15][CH:14]=1)[O:8][CH2:7][CH2:6][CH:5]2[C:23]([O:25][CH2:26][CH3:27])=[O:24].C(Cl)(=O)C(Cl)=O.[NH3:34]. (2) The reactants are [Si:1]([O:8][CH2:9][C:10]1([N:13]([CH2:18][C:19]2([OH:32])[CH2:24][CH2:23][N:22]([C:25]([O:27][C:28]([CH3:31])([CH3:30])[CH3:29])=[O:26])[CH2:21][CH2:20]2)[C:14](=[O:17])[CH2:15]Cl)[CH2:12][CH2:11]1)([C:4]([CH3:7])([CH3:6])[CH3:5])([CH3:3])[CH3:2].[H-].[Na+]. The catalyst is O1CCCC1. The product is [Si:1]([O:8][CH2:9][C:10]1([N:13]2[CH2:18][C:19]3([CH2:24][CH2:23][N:22]([C:25]([O:27][C:28]([CH3:31])([CH3:30])[CH3:29])=[O:26])[CH2:21][CH2:20]3)[O:32][CH2:15][C:14]2=[O:17])[CH2:12][CH2:11]1)([C:4]([CH3:7])([CH3:6])[CH3:5])([CH3:3])[CH3:2]. The yield is 0.640. (3) The product is [F:10][C:7]([F:8])([F:9])[C:6]([NH:14][C:15]1[CH:16]=[CH:17][C:18]([CH2:21][CH2:22][CH2:23][C:24]([OH:26])=[O:25])=[CH:19][CH:20]=1)=[O:11]. The yield is 0.690. The reactants are [F:8][C:7]([F:10])([F:9])[C:6](O[C:6](=[O:11])[C:7]([F:10])([F:9])[F:8])=[O:11].[NH2:14][C:15]1[CH:20]=[CH:19][C:18]([CH2:21][CH2:22][CH2:23][C:24]([OH:26])=[O:25])=[CH:17][CH:16]=1. The catalyst is C(Cl)(Cl)Cl. (4) The reactants are Br[C:2]1[CH:3]=[CH:4][C:5]2[N:6]([C:8]([C:12]3[S:13][C:14]([C:23]4[N:27]=[CH:26][N:25]([CH:28]5[CH2:33][CH2:32][CH2:31][CH2:30][O:29]5)[N:24]=4)=[C:15]([C:17]4[CH:22]=[CH:21][CH:20]=[CH:19][CH:18]=4)[N:16]=3)=[C:9]([CH3:11])[N:10]=2)[CH:7]=1.[CH3:34][N:35]1[CH:39]=[C:38](B2OC(C)(C)C(C)(C)O2)[CH:37]=[N:36]1.C(=O)([O-])[O-].[Cs+].[Cs+].CCOC(C)=O. The catalyst is COCCOC.O. The product is [CH3:11][C:9]1[N:10]=[C:5]2[CH:4]=[CH:3][C:2]([C:38]3[CH:37]=[N:36][N:35]([CH3:34])[CH:39]=3)=[CH:7][N:6]2[C:8]=1[C:12]1[S:13][C:14]([C:23]2[N:27]=[CH:26][N:25]([CH:28]3[CH2:33][CH2:32][CH2:31][CH2:30][O:29]3)[N:24]=2)=[C:15]([C:17]2[CH:22]=[CH:21][CH:20]=[CH:19][CH:18]=2)[N:16]=1. The yield is 0.410.